This data is from Forward reaction prediction with 1.9M reactions from USPTO patents (1976-2016). The task is: Predict the product of the given reaction. (1) Given the reactants C1(P(C2C=CC=CC=2)C2C=CC=CC=2)C=CC=CC=1.C(N=C=NC(C)C)(C)C.[C:29]([N:36]1[CH2:41][CH2:40][CH2:39][CH:38](O)[CH2:37]1)([O:31][C:32]([CH3:35])([CH3:34])[CH3:33])=[O:30].[Cl:43][C:44]1[N:49]=[CH:48][N:47]=[C:46]2[NH:50][N:51]=[CH:52][C:45]=12, predict the reaction product. The product is: [C:32]([O:31][C:29]([N:36]1[CH2:41][CH2:40][CH2:39][CH:38]([N:50]2[C:46]3=[N:47][CH:48]=[N:49][C:44]([Cl:43])=[C:45]3[CH:52]=[N:51]2)[CH2:37]1)=[O:30])([CH3:35])([CH3:34])[CH3:33]. (2) Given the reactants Cl[C:2](=[N:9][OH:10])[C:3]1[CH:8]=[CH:7][CH:6]=[CH:5][CH:4]=1.[C:11]([O:15][C:16]([NH:18][CH2:19][C:20]#[CH:21])=[O:17])([CH3:14])([CH3:13])[CH3:12].C(N(CC)CC)C, predict the reaction product. The product is: [C:11]([O:15][C:16]([NH:18][CH2:19][C:20]1[O:10][N:9]=[C:2]([C:3]2[CH:8]=[CH:7][CH:6]=[CH:5][CH:4]=2)[CH:21]=1)=[O:17])([CH3:14])([CH3:13])[CH3:12]. (3) Given the reactants [O:1]([C:8]([NH:10][C@H:11]([C:19]([OH:21])=[O:20])[CH2:12][C:13]1[CH:18]=[CH:17][CH:16]=[CH:15][CH:14]=1)=[O:9])C1C=CC=CC=1.[C:22]1(O)[CH:27]=[CH:26][CH:25]=[CH:24][CH:23]=1, predict the reaction product. The product is: [C:8]([NH:10][C@H:11]([C:19]([O:21][C:19](=[O:20])[C@H:11]([CH2:12][C:13]1[CH:14]=[CH:15][CH:16]=[CH:17][CH:18]=1)[NH:10][C:8]([OH:1])=[O:9])=[O:20])[CH2:12][C:22]1[CH:27]=[CH:26][CH:25]=[CH:24][CH:23]=1)([OH:9])=[O:1]. (4) Given the reactants Br[C:2]1[S:10][C:9]2[C:8](=[O:11])[N:7]=[CH:6][N:5]([CH2:12][C:13]3[CH:18]=[CH:17][C:16]([Cl:19])=[CH:15][CH:14]=3)[C:4]=2[CH:3]=1.[NH2:20][C:21]1[CH:22]=[CH:23][C:24](B2OC(C)(C)C(C)(C)O2)=[N:25][CH:26]=1.C([O-])([O-])=O.[Na+].[Na+], predict the reaction product. The product is: [NH2:20][C:21]1[CH:22]=[CH:23][C:24]([C:2]2[S:10][C:9]3[C:8](=[O:11])[N:7]=[CH:6][N:5]([CH2:12][C:13]4[CH:18]=[CH:17][C:16]([Cl:19])=[CH:15][CH:14]=4)[C:4]=3[CH:3]=2)=[N:25][CH:26]=1.